This data is from Experimentally validated miRNA-target interactions with 360,000+ pairs, plus equal number of negative samples. The task is: Binary Classification. Given a miRNA mature sequence and a target amino acid sequence, predict their likelihood of interaction. (1) The miRNA is hsa-miR-760 with sequence CGGCUCUGGGUCUGUGGGGA. The protein sequence of the target gene is MDEEEDNLSLLTALLEENESALDCNSEENNFLTRENGEPDAFDELFDADGDGESYTEEADDGETGETRDEKENLATLFGDMEDLTDEEEVPASQSTENRVLPAPAPRREKTNEELQEELRNLQEQMKALQEQLKVTTIKQTASPARLQKSPVEKSPRPPLKERRVQRIQESTCFSAELDVPALPRTKRVARTPKASPPDPKSSSSRMTSAPSQPLQTISRNKPSGITRGQIVGTPGSSGETTQPICVEAFSGLRLRRPRVSSTEMNKKMTGRKLIRLSQIKEKMAREKLEEIDWVTFGVI.... Result: 0 (no interaction). (2) The miRNA is hsa-miR-3124-5p with sequence UUCGCGGGCGAAGGCAAAGUC. The protein sequence of the target gene is MLEGKMADINFKEVTLIVSVVAACYWNSLFCGFVFDDVSAILDNKDLHPSTPLKTLFQNDFWGTPMSEERSHKSYRPLTVLTFRLNYLLSELKPMSYHLLNTVFHAVVSVIFLKVCRLFLDKRSSMIAALLFAVHPIHTEAVTGVVGRAELLSSVFFLAAFLSYTKSKGPDNSIVWTPIVLTVFLVAVATLCKEQGITVVGICCVYEVFVAQGYTLPMLCTVAGQFLRGKGSIPLSMLQTLVKLIVLMLSTLLLVVVRVQVIQSQLPVFTRFDNPAAVSPTPTRQLTFNYLLPVNAWLLL.... Result: 0 (no interaction). (3) The miRNA is hsa-miR-5011-5p with sequence UAUAUAUACAGCCAUGCACUC. The protein sequence of the target gene is MGAVLRSLLACSFCVLLRAAPLLLYANRRDLRLVDATNGKENATIVVGGLEDAAAVDFVFSHGLIYWSDVSEEAIKRTEFNKTESVQNVVVSGLLSPDGLACDWLGEKLYWTDSETNRIEVSNLDGSLRKVLFWQELDQPRAIALDPSSGFMYWTDWGEVPKIERAGMDGSSRFIIINSEIYWPNGLTLDYEEQKLYWADAKLNFIHKSNLDGTNRQAVVKGSLPHPFALTLFEDILYWTDWSTHSILACNKYTGEGLREIHSDIFSPMDIHAFSQQRQPNATNPCGIDNGGCSHLCLMS.... Result: 1 (interaction). (4) The miRNA is hsa-miR-520c-3p with sequence AAAGUGCUUCCUUUUAGAGGGU. The protein sequence of the target gene is MPPQLQETRMNRSIPVEVDESEPYPSQLLKPIPEYSPEEESEPPAPNIRNMAPNSLSAPTMLHNSSGDFSQAHSTLKLANHQRPVSRQVTCLRTQVLEDSEDSFCRRHPGLGKAFPSGCSAVSEPASESVVGALPAEHQFSFMEKRNQWLVSQLSAASPDTGHDSDKSDQSLPNASADSLGGSQEMVQRPQPHRNRAGLDLPTIDTGYDSQPQDVLGIRQLERPLPLTSVCYPQDLPRPLRSREFPQFEPQRYPACAQMLPPNLSPHAPWNYHYHCPGSPDHQVPYGHDYPRAAYQQVIQ.... Result: 1 (interaction). (5) The miRNA is mmu-miR-15a-5p with sequence UAGCAGCACAUAAUGGUUUGUG. The protein sequence of the target gene is MSKRLRSSDVCADCNGPDPSWASVNRGTFICDECCSVHRSLGRHISQVRHLKHTAWPPTLLQMVETLYNNGANSIWEHSLLDPASIMSGRRKANPQDKVHPNKAEFIRAKYQMLAFVHRLPCREDDSVTAKDLSKQLHSSVRTGNLETCLRLLSLGAQANFFHPEKGSTPLHVASKAGQILQAELLAVYGADPGTQDSSGKTPVDYARQGGHHELAERLIEIQYELTDRLAFYLCGRKPDHKSGQHFLIPQRADSLDLSELAKAAKKKLQSLSNHLFEELAMDVYDEVDRRETDAVWLAT.... Result: 1 (interaction). (6) The miRNA is hsa-miR-194-5p with sequence UGUAACAGCAACUCCAUGUGGA. The protein sequence of the target gene is MSDSAGGRAGLRRYPKLPVWVVEDHQEVLPFIYRAIGSKHLPASNVSFLHFDSHPDLLIPVNMPADTVFDKETLFGELSIENWIMPAVYAGHFSHVIWFHPTWAQQIREGRHHFLVGKDTSTTTIRVTSTDHYFLSDGLYVPEDQLENQKPLQLDVIMVKPYKLCNNQEENDAVSSAKKPKLALEDSENTASTNCDSSSEGLEKDTATQRSDQTCLEPSCSCSSENQECQTAASTGEILEILKKGKAFVLDIDLDFFSVKNPFKEMFTQEEYKILQELYQFKKPGTNLTEEDLVDIVDTR.... Result: 0 (no interaction).